Dataset: Full USPTO retrosynthesis dataset with 1.9M reactions from patents (1976-2016). Task: Predict the reactants needed to synthesize the given product. (1) Given the product [F:27][C:21]1[CH:22]=[C:23]([F:26])[CH:24]=[CH:25][C:20]=1[N:19]1[CH:15]([C:11]2[CH:12]=[CH:13][CH:14]=[C:9]([N:6]3[CH2:7][CH2:8][CH:3]([NH:2][S:43]([CH3:42])(=[O:45])=[O:44])[CH2:4][CH2:5]3)[CH:10]=2)[CH2:16][C:17]([C:28]([F:34])([F:33])[C:29]([F:32])([F:31])[F:30])=[N:18]1, predict the reactants needed to synthesize it. The reactants are: Cl.[NH2:2][CH:3]1[CH2:8][CH2:7][N:6]([C:9]2[CH:10]=[C:11]([CH:15]3[N:19]([C:20]4[CH:25]=[CH:24][C:23]([F:26])=[CH:22][C:21]=4[F:27])[N:18]=[C:17]([C:28]([F:34])([F:33])[C:29]([F:32])([F:31])[F:30])[CH2:16]3)[CH:12]=[CH:13][CH:14]=2)[CH2:5][CH2:4]1.C(N(CC)CC)C.[CH3:42][S:43](Cl)(=[O:45])=[O:44]. (2) Given the product [Cl:1][C:2]1[CH:3]=[C:4]2[C:10]([C:11]3[N:16]=[C:15]([NH:17][C@H:18]4[CH2:23][CH2:22][CH2:21][N:20]([C:40]([O:39][C:35]([CH3:38])([CH3:37])[CH3:36])=[O:43])[CH2:19]4)[C:14]([F:24])=[CH:13][N:12]=3)=[CH:9][N:8]([S:25]([C:28]3[CH:33]=[CH:32][C:31]([CH3:34])=[CH:30][CH:29]=3)(=[O:27])=[O:26])[C:5]2=[N:6][CH:7]=1, predict the reactants needed to synthesize it. The reactants are: [Cl:1][C:2]1[CH:3]=[C:4]2[C:10]([C:11]3[N:16]=[C:15]([NH:17][C@H:18]4[CH2:23][CH2:22][CH2:21][NH:20][CH2:19]4)[C:14]([F:24])=[CH:13][N:12]=3)=[CH:9][N:8]([S:25]([C:28]3[CH:33]=[CH:32][C:31]([CH3:34])=[CH:30][CH:29]=3)(=[O:27])=[O:26])[C:5]2=[N:6][CH:7]=1.[C:35]([O:39][C:40](=[O:43])CBr)([CH3:38])([CH3:37])[CH3:36].C([O-])([O-])=O.[Na+].[Na+]. (3) Given the product [C:1]([N:4]1[C:12]2[C:7](=[CH:8][C:9]([O:13][C:14]3[CH:19]=[CH:18][C:17]([CH:20]=[O:21])=[CH:16][CH:15]=3)=[CH:10][CH:11]=2)[CH:6]=[N:5]1)(=[O:3])[CH3:2], predict the reactants needed to synthesize it. The reactants are: [C:1]([N:4]1[C:12]2[C:7](=[CH:8][C:9]([O:13][C:14]3[CH:19]=[CH:18][C:17]([CH:20]4OCC[O:21]4)=[CH:16][CH:15]=3)=[CH:10][CH:11]=2)[CH:6]=[N:5]1)(=[O:3])[CH3:2].CC1C=CC(S(O)(=O)=O)=CC=1. (4) Given the product [C:23]([O:22][CH:17]1[CH2:16][CH2:15][CH2:14][CH2:13][CH2:12][O:11][NH:10][C@H:9](/[C:7](/[CH3:8])=[CH:6]/[CH2:5][OH:4])[C@@H:20]([CH3:21])[CH:19]=[CH:18]1)(=[O:25])[CH3:24], predict the reactants needed to synthesize it. The reactants are: C([O:4][CH2:5]/[CH:6]=[C:7](/[C@@H:9]1[C@@H:20]([CH3:21])[CH:19]=[CH:18][CH:17]([O:22][C:23](=[O:25])[CH3:24])[CH2:16][CH2:15][CH2:14][CH2:13][CH2:12][O:11][NH:10]1)\[CH3:8])(=O)C.